This data is from CYP2D6 inhibition data for predicting drug metabolism from PubChem BioAssay. The task is: Regression/Classification. Given a drug SMILES string, predict its absorption, distribution, metabolism, or excretion properties. Task type varies by dataset: regression for continuous measurements (e.g., permeability, clearance, half-life) or binary classification for categorical outcomes (e.g., BBB penetration, CYP inhibition). Dataset: cyp2d6_veith. (1) The molecule is O=C(O)Cc1ccc2ocnc2c1. The result is 0 (non-inhibitor). (2) The compound is O=c1c(-c2ccccc2)nc2cnc(N3CCNCC3)nc2n1Cc1cccs1. The result is 0 (non-inhibitor). (3) The drug is Cc1cc(NC(=O)CN2C(=O)NC(C)(c3ccc(OC(F)F)cc3)C2=O)no1. The result is 0 (non-inhibitor). (4) The compound is c1ccc(CNc2ncncc2-c2ccoc2)cc1. The result is 1 (inhibitor). (5) The compound is O=C(N/N=C/c1ccc(OCc2ccccc2)cc1)c1cccs1. The result is 0 (non-inhibitor). (6) The drug is Cc1ccc(C)n1CCN1CCN(CC(=O)Nc2cc(C(F)(F)F)ccc2Cl)CC1. The result is 1 (inhibitor). (7) The compound is CCC(C)NC(=O)C1CC(c2ccc(OC)cc2)=NO1. The result is 0 (non-inhibitor). (8) The compound is O=C(O)C/C(=C\c1ccccc1)C(=O)O. The result is 0 (non-inhibitor). (9) The molecule is O=C(NCCCN1CCc2ccccc2C1)Nc1ccc(Cl)cc1. The result is 1 (inhibitor). (10) The molecule is CCOC(=O)c1nc(N)sc1C(=O)OCC. The result is 0 (non-inhibitor).